This data is from Forward reaction prediction with 1.9M reactions from USPTO patents (1976-2016). The task is: Predict the product of the given reaction. Given the reactants [F:1][C:2]1[CH:7]=[CH:6][CH:5]=[C:4]([F:8])[C:3]=1/[CH:9]=[CH:10]/[C:11]([O:13][CH2:14][CH3:15])=[O:12].C(O)C.[H][H], predict the reaction product. The product is: [F:1][C:2]1[CH:7]=[CH:6][CH:5]=[C:4]([F:8])[C:3]=1[CH2:9][CH2:10][C:11]([O:13][CH2:14][CH3:15])=[O:12].